Dataset: Reaction yield outcomes from USPTO patents with 853,638 reactions. Task: Predict the reaction yield, written as a fraction of the theoretical maximum amount of product (1.0 means a 100% yield; for example, 0.34 means a 34% yield). (1) The yield is 0.980. The catalyst is CN(C)C=O.O. The product is [CH2:34]([O:33][C:31](=[O:32])[CH2:30][N:13]1[C:14]2[C:6]([CH:3]([CH2:4][CH3:5])[CH2:1][CH3:2])=[CH:7][CH:8]=[CH:9][C:10]=2[N:11]([C:16]([O:18][C:19]([CH3:20])([CH3:22])[CH3:21])=[O:17])[C:12]1=[O:15])[CH3:35]. The reactants are [CH2:1]([CH:3]([C:6]1[C:14]2[NH:13][C:12](=[O:15])[N:11]([C:16]([O:18][C:19]([CH3:22])([CH3:21])[CH3:20])=[O:17])[C:10]=2[CH:9]=[CH:8][CH:7]=1)[CH2:4][CH3:5])[CH3:2].C(=O)([O-])[O-].[K+].[K+].Br[CH2:30][C:31]([O:33][CH2:34][CH3:35])=[O:32]. (2) The reactants are [F:1][C:2]1[CH:3]=[C:4]([CH:6]=[CH:7][C:8]=1[O:9][C:10]1[CH:15]=[CH:14][N:13]=[C:12]2[CH:16]=[C:17]([C:19]3[CH2:20][CH2:21][N:22]([CH3:25])[CH2:23][CH:24]=3)[S:18][C:11]=12)[NH2:5].[CH3:26][O:27][C:28]1[CH:33]=[CH:32][CH:31]=[CH:30][C:29]=1[NH:34][C:35](=[O:40])[CH2:36][C:37](O)=[O:38].C(Cl)CCl.C1C=CC2N(O)N=NC=2C=1. The catalyst is CN(C=O)C.CCOC(C)=O. The product is [F:1][C:2]1[CH:3]=[C:4]([NH:5][C:37](=[O:38])[CH2:36][C:35]([NH:34][C:29]2[CH:30]=[CH:31][CH:32]=[CH:33][C:28]=2[O:27][CH3:26])=[O:40])[CH:6]=[CH:7][C:8]=1[O:9][C:10]1[CH:15]=[CH:14][N:13]=[C:12]2[CH:16]=[C:17]([C:19]3[CH2:20][CH2:21][N:22]([CH3:25])[CH2:23][CH:24]=3)[S:18][C:11]=12. The yield is 0.510. (3) The reactants are [CH2:1]([O:8][C:9]([NH:11][C@@H:12]([CH2:20][C:21]1[CH:26]=[CH:25][C:24]([C:27]2[N:32]=[CH:31][C:30]([Br:33])=[CH:29][N:28]=2)=[CH:23][CH:22]=1)[C:13]([O:15]C(C)(C)C)=[O:14])=[O:10])[C:2]1[CH:7]=[CH:6][CH:5]=[CH:4][CH:3]=1.C(O)(C(F)(F)F)=O. The catalyst is C(Cl)Cl.C1(C)C=CC=CC=1. The product is [CH2:1]([O:8][C:9]([NH:11][C@@H:12]([CH2:20][C:21]1[CH:26]=[CH:25][C:24]([C:27]2[N:32]=[CH:31][C:30]([Br:33])=[CH:29][N:28]=2)=[CH:23][CH:22]=1)[C:13]([OH:15])=[O:14])=[O:10])[C:2]1[CH:7]=[CH:6][CH:5]=[CH:4][CH:3]=1. The yield is 1.00. (4) The reactants are [F:1][C:2]1[C:11]([OH:12])=[CH:10][CH:9]=[C:8]([F:13])[C:3]=1[C:4]([O:6]C)=[O:5].[CH2:14]([OH:20])[CH2:15][O:16][CH2:17][CH2:18]O.[CH3:21]OC.C1C=CC(P(C2C=CC=CC=2)C2C=CC=CC=2)=CC=1.CC(OC(/N=N/C(OC(C)C)=O)=O)C.[OH-].[Na+]. The catalyst is C1COCC1.O. The product is [F:1][C:2]1[C:11]([O:12][CH2:18][CH2:17][O:16][CH2:15][CH2:14][O:20][CH3:21])=[CH:10][CH:9]=[C:8]([F:13])[C:3]=1[C:4]([OH:6])=[O:5]. The yield is 0.650. (5) The reactants are [OH:1][C:2]1[CH:7]=[CH:6][C:5]([CH3:8])=[CH:4][C:3]=1[C:9]([C:11]1[CH:16]=[CH:15][CH:14]=[CH:13][CH:12]=1)=[O:10].[CH2:17]([O:19][C:20](=[O:40])[CH2:21][S:22][C:23]1[CH:28]=[CH:27][C:26]([O:29][CH2:30][CH2:31][C@@H:32](OS(C)(=O)=O)[CH3:33])=[CH:25][C:24]=1[CH3:39])[CH3:18].C([O-])([O-])=O.[Cs+].[Cs+].Cl. The catalyst is CN(C=O)C.O. The product is [CH2:17]([O:19][C:20](=[O:40])[CH2:21][S:22][C:23]1[CH:28]=[CH:27][C:26]([O:29][CH2:30][CH2:31][C@H:32]([O:1][C:2]2[CH:7]=[CH:6][C:5]([CH3:8])=[CH:4][C:3]=2[C:9](=[O:10])[C:11]2[CH:12]=[CH:13][CH:14]=[CH:15][CH:16]=2)[CH3:33])=[CH:25][C:24]=1[CH3:39])[CH3:18]. The yield is 0.740. (6) The reactants are [NH2:1][C:2]1[N:3]=[CH:4][C:5]([C:9]([O:11][CH3:12])=[O:10])=[N:6][C:7]=1[Br:8].Br[CH2:14][CH:15](OC)OC. The catalyst is C(#N)C. The product is [Br:8][C:7]1[C:2]2[N:3]([CH:14]=[CH:15][N:1]=2)[CH:4]=[C:5]([C:9]([O:11][CH3:12])=[O:10])[N:6]=1. The yield is 0.970. (7) The product is [CH:20]1[C:21]([CH2:22][CH2:23][CH2:24][C:25]([OH:27])=[O:26])=[CH:16][CH:17]=[C:18]([N:28]([CH2:29][CH2:30][Cl:31])[CH2:32][CH2:33][Cl:34])[CH:19]=1.[CH3:35][C:36]1([CH3:46])[N:41]([O:42])[C:40]([CH3:44])([CH3:43])[CH2:39][CH:38]([OH:45])[CH2:37]1. The reactants are C1CCC(N=C=NC2CCCCC2)CC1.[CH:16]1[C:21]([CH2:22][CH2:23][CH2:24][C:25]([OH:27])=[O:26])=[CH:20][CH:19]=[C:18]([N:28]([CH2:32][CH2:33][Cl:34])[CH2:29][CH2:30][Cl:31])[CH:17]=1.[CH3:35][C:36]1([CH3:46])[N:41]([O:42])[C:40]([CH3:44])([CH3:43])[CH2:39][CH:38]([OH:45])[CH2:37]1.O. The catalyst is C(Cl)Cl.CN(C1C=CN=CC=1)C. The yield is 0.870.